Task: Predict the reaction yield, written as a fraction of the theoretical maximum amount of product (1.0 means a 100% yield; for example, 0.34 means a 34% yield).. Dataset: Reaction yield outcomes from USPTO patents with 853,638 reactions The reactants are [F-].C([N+](CCCC)(CCCC)CCCC)CCC.[CH3:19][C:20]1[S:24][CH:23]=[C:22]([C:25]2[CH:32]=[CH:31][CH:30]=[CH:29][C:26]=2[CH:27]=[O:28])[CH:21]=1.[F:33][C:34]([Si](C)(C)C)([F:36])[F:35].Cl. The catalyst is C1COCC1. The product is [F:33][C:34]([F:36])([F:35])[CH:27]([C:26]1[CH:29]=[CH:30][CH:31]=[CH:32][C:25]=1[C:22]1[CH:21]=[C:20]([CH3:19])[S:24][CH:23]=1)[OH:28]. The yield is 0.870.